From a dataset of Peptide-MHC class II binding affinity with 134,281 pairs from IEDB. Regression. Given a peptide amino acid sequence and an MHC pseudo amino acid sequence, predict their binding affinity value. This is MHC class II binding data. The peptide sequence is ASTNDDEVLIEVNPP. The MHC is HLA-DQA10601-DQB10402 with pseudo-sequence HLA-DQA10601-DQB10402. The binding affinity (normalized) is 0.